This data is from Catalyst prediction with 721,799 reactions and 888 catalyst types from USPTO. The task is: Predict which catalyst facilitates the given reaction. (1) Reactant: [Cl:1][C:2]1[CH:7]=[CH:6][N:5]=[C:4]([OH:8])[C:3]=1[N+:9]([O-])=O.O.O.[Sn](Cl)(Cl)(Cl)Cl. Product: [NH2:9][C:3]1[C:4]([OH:8])=[N:5][CH:6]=[CH:7][C:2]=1[Cl:1]. The catalyst class is: 8. (2) Reactant: [CH3:1][O:2][C:3]1[CH:4]=[C:5]([CH2:23][OH:24])[CH:6]=[CH:7][C:8]=1[O:9][CH2:10][C:11]1[N:12]=[C:13]([N:17]2[CH2:22][CH2:21][O:20][CH2:19][CH2:18]2)[S:14][C:15]=1[CH3:16].O[C:26]1[C:30]([CH:31]=[O:32])=[CH:29][N:28]([C:33]2[CH:38]=[CH:37][CH:36]=[CH:35][CH:34]=2)[N:27]=1.C(P(CCCC)CCCC)CCC.N(C(N1CCCCC1)=O)=NC(N1CCCCC1)=O. Product: [CH3:1][O:2][C:3]1[CH:4]=[C:5]([CH:6]=[CH:7][C:8]=1[O:9][CH2:10][C:11]1[N:12]=[C:13]([N:17]2[CH2:22][CH2:21][O:20][CH2:19][CH2:18]2)[S:14][C:15]=1[CH3:16])[CH2:23][O:24][C:26]1[C:30]([CH:31]=[O:32])=[CH:29][N:28]([C:33]2[CH:34]=[CH:35][CH:36]=[CH:37][CH:38]=2)[N:27]=1. The catalyst class is: 7.